Task: Predict the product of the given reaction.. Dataset: Forward reaction prediction with 1.9M reactions from USPTO patents (1976-2016) (1) Given the reactants [O:1]1[C:5]2[CH:6]=[CH:7][CH:8]=[CH:9][C:4]=2[C:3]([CH:10]=[O:11])=[CH:2]1.[BH4-].[Na+], predict the reaction product. The product is: [O:1]1[C:5]2[CH:6]=[CH:7][CH:8]=[CH:9][C:4]=2[C:3]([CH2:10][OH:11])=[CH:2]1. (2) Given the reactants [NH2:1][C:2]1[CH:3]=[CH:4][C:5]([F:20])=[C:6]([C@:8]2([CH3:19])[C:13]([F:15])([F:14])[C:12]([CH3:17])([CH3:16])[O:11][C:10]([NH2:18])=[N:9]2)[CH:7]=1.[F:21][CH2:22][O:23][C:24]1[CH:25]=[CH:26][C:27]([C:30](O)=[O:31])=[N:28][CH:29]=1, predict the reaction product. The product is: [NH2:18][C:10]1[O:11][C:12]([CH3:16])([CH3:17])[C:13]([F:14])([F:15])[C@:8]([C:6]2[CH:7]=[C:2]([NH:1][C:30]([C:27]3[CH:26]=[CH:25][C:24]([O:23][CH2:22][F:21])=[CH:29][N:28]=3)=[O:31])[CH:3]=[CH:4][C:5]=2[F:20])([CH3:19])[N:9]=1. (3) Given the reactants [CH3:1][CH:2]([CH3:36])[CH2:3][S:4]([CH2:7][CH:8]([NH:27][C:28]([N:30]1[CH2:35][CH2:34][O:33][CH2:32][CH2:31]1)=[O:29])[C:9](=[O:26])[NH:10][CH:11]([C:14]([C:16]1[O:20][N:19]=[C:18](C2SC=CC=2)[N:17]=1)=[O:15])[CH2:12][CH3:13])(=[O:6])=[O:5].C1C=CC2N(O)N=NC=2C=1.N[C@@H](CC)C(C1ON=[C:53]([C:56](C)([CH3:58])[CH3:57])N=1)O, predict the reaction product. The product is: [C:56]([C:18]1[N:17]=[C:16]([CH:14]([OH:15])[CH:11]([NH:10][C:9]([CH:8]([NH:27][C:28]([N:30]2[CH2:31][CH2:32][O:33][CH2:34][CH2:35]2)=[O:29])[CH2:7][S:4]([CH2:3][CH:2]([CH3:36])[CH3:1])(=[O:5])=[O:6])=[O:26])[CH2:12][CH3:13])[O:20][N:19]=1)([CH3:58])([CH3:57])[CH3:53]. (4) The product is: [ClH:1].[P:31]([O:36][CH2:37][CH3:38])([O:33][CH2:34][CH3:35])([O:30][C@@H:14]([C:9]1[CH:10]=[CH:11][CH:12]=[CH:13][C:8]=1[C:5]1[CH:4]=[CH:3][C:2]([Cl:1])=[CH:7][CH:6]=1)[CH:15]1[CH2:20][CH2:19][N:18]([C:21]2[CH:29]=[CH:28][C:24]([C:25](=[O:26])[NH:66][S:63]([C:60]3[CH:61]=[CH:62][C:57]([NH:56][C@H:47]([CH2:46][CH2:45][N:42]4[CH2:43][CH2:44][O:39][CH2:40][CH2:41]4)[CH2:48][S:49][C:50]4[CH:55]=[CH:54][CH:53]=[CH:52][CH:51]=4)=[C:58]([S:67]([C:70]([F:72])([F:73])[F:71])(=[O:69])=[O:68])[CH:59]=3)(=[O:64])=[O:65])=[CH:23][CH:22]=2)[CH2:17][CH2:16]1)=[O:32]. Given the reactants [Cl:1][C:2]1[CH:7]=[CH:6][C:5]([C:8]2[CH:13]=[CH:12][CH:11]=[CH:10][C:9]=2[C@H:14]([O:30][P:31]([O:36][CH2:37][CH3:38])([O:33][CH2:34][CH3:35])=[O:32])[CH:15]2[CH2:20][CH2:19][N:18]([C:21]3[CH:29]=[CH:28][C:24]([C:25](O)=[O:26])=[CH:23][CH:22]=3)[CH2:17][CH2:16]2)=[CH:4][CH:3]=1.[O:39]1[CH2:44][CH2:43][N:42]([CH2:45][CH2:46][C@@H:47]([NH:56][C:57]2[CH:62]=[CH:61][C:60]([S:63]([NH2:66])(=[O:65])=[O:64])=[CH:59][C:58]=2[S:67]([C:70]([F:73])([F:72])[F:71])(=[O:69])=[O:68])[CH2:48][S:49][C:50]2[CH:55]=[CH:54][CH:53]=[CH:52][CH:51]=2)[CH2:41][CH2:40]1.C(Cl)CCl, predict the reaction product. (5) Given the reactants [F:1][C:2]([F:22])([F:21])[C:3]1[C:11]2[CH2:10][CH2:9][CH2:8][CH2:7][C:6]=2[N:5]([CH2:12][C:13]2[S:14][CH:15]=[C:16]([C:18](O)=[O:19])[N:17]=2)[N:4]=1.[CH3:23][N:24](C=O)[CH3:25].CNC.CN(C(ON1N=NC2C=CC=NC1=2)=[N+](C)C)C.F[P-](F)(F)(F)(F)F.CCN(C(C)C)C(C)C.C(=O)([O-])O.[Na+], predict the reaction product. The product is: [CH3:23][N:24]([CH3:25])[C:18]([C:16]1[N:17]=[C:13]([CH2:12][N:5]2[C:6]3[CH2:7][CH2:8][CH2:9][CH2:10][C:11]=3[C:3]([C:2]([F:21])([F:22])[F:1])=[N:4]2)[S:14][CH:15]=1)=[O:19]. (6) Given the reactants [Br:1][C:2]1[C:3]([CH3:11])=[C:4]([CH2:9][OH:10])[CH:5]=[C:6]([CH3:8])[CH:7]=1.[Li+].[Cl-].C[CH2:15][O:16]C(C)=O, predict the reaction product. The product is: [Br:1][C:2]1[CH:7]=[C:6]([CH3:8])[C:5]2[C:15](=[O:16])[O:10][CH2:9][C:4]=2[C:3]=1[CH3:11].